This data is from Catalyst prediction with 721,799 reactions and 888 catalyst types from USPTO. The task is: Predict which catalyst facilitates the given reaction. Reactant: [CH3:1][C:2]1([C:11]2[CH:12]=[CH:13][CH:14]=[CH:15][CH:16]=2)[O:7][C:6]([C:8]([OH:10])=O)=[CH:5][C:3]1=[O:4].[NH2:17][CH2:18][CH2:19][NH:20][C:21](=[O:27])[O:22][C:23]([CH3:26])([CH3:25])[CH3:24].C(Cl)CCl. Product: [CH3:1][C:2]1([C:11]2[CH:12]=[CH:13][CH:14]=[CH:15][CH:16]=2)[C:3](=[O:4])[CH:5]=[C:6]([C:8]([NH:17][CH2:18][CH2:19][NH:20][C:21](=[O:27])[O:22][C:23]([CH3:25])([CH3:24])[CH3:26])=[O:10])[O:7]1. The catalyst class is: 210.